From a dataset of NCI-60 drug combinations with 297,098 pairs across 59 cell lines. Regression. Given two drug SMILES strings and cell line genomic features, predict the synergy score measuring deviation from expected non-interaction effect. (1) Drug 1: COCCOC1=C(C=C2C(=C1)C(=NC=N2)NC3=CC=CC(=C3)C#C)OCCOC. Drug 2: CC1CC(C(C(C=C(C(C(C=CC=C(C(=O)NC2=CC(=O)C(=C(C1)C2=O)OC)C)OC)OC(=O)N)C)C)O)OC. Cell line: UACC62. Synergy scores: CSS=70.8, Synergy_ZIP=4.60, Synergy_Bliss=3.51, Synergy_Loewe=4.50, Synergy_HSA=7.10. (2) Drug 1: COC1=C(C=C2C(=C1)N=CN=C2NC3=CC(=C(C=C3)F)Cl)OCCCN4CCOCC4. Drug 2: C1CN(P(=O)(OC1)NCCCl)CCCl. Cell line: LOX IMVI. Synergy scores: CSS=12.7, Synergy_ZIP=-1.49, Synergy_Bliss=2.35, Synergy_Loewe=2.92, Synergy_HSA=3.44. (3) Drug 1: CC1C(C(CC(O1)OC2CC(CC3=C2C(=C4C(=C3O)C(=O)C5=CC=CC=C5C4=O)O)(C(=O)C)O)N)O. Drug 2: CC1C(C(CC(O1)OC2CC(CC3=C2C(=C4C(=C3O)C(=O)C5=C(C4=O)C(=CC=C5)OC)O)(C(=O)CO)O)N)O.Cl. Cell line: NCIH23. Synergy scores: CSS=56.5, Synergy_ZIP=2.50, Synergy_Bliss=2.74, Synergy_Loewe=4.62, Synergy_HSA=6.31. (4) Drug 1: CCC1(C2=C(COC1=O)C(=O)N3CC4=CC5=C(C=CC(=C5CN(C)C)O)N=C4C3=C2)O.Cl. Drug 2: C(CCl)NC(=O)N(CCCl)N=O. Cell line: CAKI-1. Synergy scores: CSS=23.1, Synergy_ZIP=-2.29, Synergy_Bliss=-0.389, Synergy_Loewe=-13.5, Synergy_HSA=-0.846. (5) Drug 1: CC1C(C(CC(O1)OC2CC(OC(C2O)C)OC3=CC4=CC5=C(C(=O)C(C(C5)C(C(=O)C(C(C)O)O)OC)OC6CC(C(C(O6)C)O)OC7CC(C(C(O7)C)O)OC8CC(C(C(O8)C)O)(C)O)C(=C4C(=C3C)O)O)O)O. Drug 2: C#CCC(CC1=CN=C2C(=N1)C(=NC(=N2)N)N)C3=CC=C(C=C3)C(=O)NC(CCC(=O)O)C(=O)O. Cell line: PC-3. Synergy scores: CSS=40.7, Synergy_ZIP=-1.72, Synergy_Bliss=-0.800, Synergy_Loewe=-22.8, Synergy_HSA=0.541. (6) Drug 1: COC1=C(C=C2C(=C1)N=CN=C2NC3=CC(=C(C=C3)F)Cl)OCCCN4CCOCC4. Drug 2: C1=CC(=CC=C1CCCC(=O)O)N(CCCl)CCCl. Cell line: T-47D. Synergy scores: CSS=30.7, Synergy_ZIP=-3.73, Synergy_Bliss=-1.36, Synergy_Loewe=0.835, Synergy_HSA=2.46. (7) Drug 1: C1=C(C(=O)NC(=O)N1)N(CCCl)CCCl. Drug 2: C1C(C(OC1N2C=NC3=C(N=C(N=C32)Cl)N)CO)O. Cell line: RPMI-8226. Synergy scores: CSS=12.1, Synergy_ZIP=1.61, Synergy_Bliss=-0.471, Synergy_Loewe=-8.34, Synergy_HSA=-7.05. (8) Drug 1: CN(C)C1=NC(=NC(=N1)N(C)C)N(C)C. Drug 2: C(CC(=O)O)C(=O)CN.Cl. Cell line: KM12. Synergy scores: CSS=36.1, Synergy_ZIP=9.66, Synergy_Bliss=11.3, Synergy_Loewe=14.2, Synergy_HSA=15.3. (9) Drug 1: CN1C(=O)N2C=NC(=C2N=N1)C(=O)N. Drug 2: CC1C(C(CC(O1)OC2CC(CC3=C2C(=C4C(=C3O)C(=O)C5=C(C4=O)C(=CC=C5)OC)O)(C(=O)CO)O)N)O.Cl. Cell line: OVCAR-5. Synergy scores: CSS=17.8, Synergy_ZIP=-3.14, Synergy_Bliss=-1.15, Synergy_Loewe=-11.2, Synergy_HSA=-1.49.